Dataset: SARS-CoV-2 main protease (3CLPro) crystallographic fragment screen with 879 compounds. Task: Binary Classification. Given a drug SMILES string, predict its activity (active/inactive) in a high-throughput screening assay against a specified biological target. The molecule is C[C@@H]1CNC[C@@H](CO)C1. The result is 0 (inactive).